Predict the reaction yield, written as a fraction of the theoretical maximum amount of product (1.0 means a 100% yield; for example, 0.34 means a 34% yield). From a dataset of Reaction yield outcomes from USPTO patents with 853,638 reactions. (1) The reactants are [Cl:1][C:2]1[CH:3]=[C:4]([C:9](=[O:14])[C:10]([F:13])([F:12])[F:11])[CH:5]=[C:6]([Cl:8])[CH:7]=1.[BH4-].[Na+].[OH-].[Na+].[Cl-].[NH4+]. The product is [Cl:1][C:2]1[CH:3]=[C:4]([CH:9]([OH:14])[C:10]([F:11])([F:12])[F:13])[CH:5]=[C:6]([Cl:8])[CH:7]=1. The yield is 0.790. The catalyst is CO. (2) The reactants are [H-].[Na+].[CH2:3]([O:5][C:6]([C:8]1[CH:12]=[C:11]([C:13]2[CH:18]=[CH:17][C:16]([O:19][C:20]([F:23])([F:22])[F:21])=[CH:15][CH:14]=2)[NH:10][N:9]=1)=[O:7])[CH3:4].[F:24][C:25]([F:36])([F:35])[CH2:26]OS(C(F)(F)F)(=O)=O.ClCCl. The catalyst is CN(C=O)C. The product is [CH2:3]([O:5][C:6]([C:8]1[N:9]([CH2:26][C:25]([F:36])([F:35])[F:24])[N:10]=[C:11]([C:13]2[CH:18]=[CH:17][C:16]([O:19][C:20]([F:23])([F:22])[F:21])=[CH:15][CH:14]=2)[CH:12]=1)=[O:7])[CH3:4]. The yield is 0.870. (3) The catalyst is CC#N.CN(C=O)C. The product is [CH:5]([OH:7])=[O:6].[CH3:41][O:40][C:38]1[CH:39]=[C:34]([C:30]2[CH:31]=[C:32]([NH:33][C:5](=[O:7])[CH2:4][CH:3]([CH3:2])[CH2:8][N:9]3[CH2:14][CH2:13][CH2:12][CH2:11][CH2:10]3)[NH:28][N:29]=2)[CH:35]=[N:36][CH:37]=1. The reactants are Cl.[CH3:2][CH:3]([CH2:8][N:9]1[CH2:14][CH2:13][CH2:12][CH2:11][CH2:10]1)[CH2:4][C:5]([OH:7])=[O:6].C(Cl)(=O)C(Cl)=O.C(OC([N:28]1[C:32]([NH2:33])=[CH:31][C:30]([C:34]2[CH:35]=[N:36][CH:37]=[C:38]([O:40][CH3:41])[CH:39]=2)=[N:29]1)=O)(C)(C)C.Cl. The yield is 0.200.